Dataset: Forward reaction prediction with 1.9M reactions from USPTO patents (1976-2016). Task: Predict the product of the given reaction. (1) Given the reactants Br[C:2]1[CH:10]=[C:9]2[C:5]([CH:6]=[CH:7][N:8]2[CH3:11])=[CH:4][CH:3]=1.[CH:12]1([N:15]2[CH2:20][C:19]3([CH2:25][CH2:24][N:23]([S:26]([C:29]4[CH:34]=[CH:33][C:32](B5OC(C)(C)C(C)(C)O5)=[CH:31][CH:30]=4)(=[O:28])=[O:27])[CH2:22][CH2:21]3)[O:18][CH2:17][C:16]2=[O:44])[CH2:14][CH2:13]1, predict the reaction product. The product is: [CH:12]1([N:15]2[CH2:20][C:19]3([CH2:25][CH2:24][N:23]([S:26]([C:29]4[CH:30]=[CH:31][C:32]([C:2]5[CH:10]=[C:9]6[C:5]([CH:6]=[CH:7][N:8]6[CH3:11])=[CH:4][CH:3]=5)=[CH:33][CH:34]=4)(=[O:27])=[O:28])[CH2:22][CH2:21]3)[O:18][CH2:17][C:16]2=[O:44])[CH2:13][CH2:14]1. (2) Given the reactants [C:1]([CH2:4][CH:5]([C:10]1[CH:15]=[CH:14][CH:13]=[CH:12][C:11]=1[C:16]([F:19])([F:18])[F:17])[CH2:6][C:7](O)=[O:8])(=[O:3])[NH2:2].B#B.O1CCCC1, predict the reaction product. The product is: [OH:8][CH2:7][CH2:6][CH:5]([C:10]1[CH:15]=[CH:14][CH:13]=[CH:12][C:11]=1[C:16]([F:17])([F:18])[F:19])[CH2:4][C:1]([NH2:2])=[O:3].